From a dataset of Full USPTO retrosynthesis dataset with 1.9M reactions from patents (1976-2016). Predict the reactants needed to synthesize the given product. (1) Given the product [O:1]1[C:5]2[CH:6]=[CH:7][C:8]([C:10]3[CH:11]=[C:12]([S:16]([NH:19][C:20]4[CH:29]=[CH:28][C:23]([C:24]([OH:26])=[O:25])=[C:22]([OH:30])[CH:21]=4)(=[O:17])=[O:18])[S:13][C:14]=3[Cl:15])=[CH:9][C:4]=2[O:3][CH2:2]1, predict the reactants needed to synthesize it. The reactants are: [O:1]1[C:5]2[CH:6]=[CH:7][C:8]([C:10]3[CH:11]=[C:12]([S:16]([NH:19][C:20]4[CH:29]=[CH:28][C:23]([C:24]([O:26]C)=[O:25])=[C:22]([OH:30])[CH:21]=4)(=[O:18])=[O:17])[S:13][C:14]=3[Cl:15])=[CH:9][C:4]=2[O:3][CH2:2]1.O.CCOCC. (2) Given the product [N:3]1[CH:4]=[CH:5][CH:6]=[CH:7][C:2]=1[NH:8][C:9]1[S:10][CH:11]=[CH:12][N:13]=1, predict the reactants needed to synthesize it. The reactants are: Cl[C:2]1[CH:7]=[CH:6][CH:5]=[CH:4][N:3]=1.[NH2:8][C:9]1[S:10][CH:11]=[CH:12][N:13]=1.C([O-])([O-])=O.[Na+].[Na+].CC1(C)C2C(=C(P(C3C=CC=CC=3)C3C=CC=CC=3)C=CC=2)OC2C(P(C3C=CC=CC=3)C3C=CC=CC=3)=CC=CC1=2.O. (3) Given the product [CH:1]([C:4]1[CH:5]=[C:6]([CH:9]=[C:10]([CH:14]([CH3:16])[CH3:15])[C:11]=1[O:12][CH3:13])[CH:7]=[C:30]1[C:29]2[C:33](=[CH:34][C:26]([C:22]3[CH:23]=[CH:24][CH:25]=[C:20]([O:19][CH2:17][CH3:18])[CH:21]=3)=[CH:27][CH:28]=2)[NH:32][C:31]1=[O:35])([CH3:3])[CH3:2], predict the reactants needed to synthesize it. The reactants are: [CH:1]([C:4]1[CH:5]=[C:6]([CH:9]=[C:10]([CH:14]([CH3:16])[CH3:15])[C:11]=1[O:12][CH3:13])[CH:7]=O)([CH3:3])[CH3:2].[CH2:17]([O:19][C:20]1[CH:21]=[C:22]([C:26]2[CH:34]=[C:33]3[C:29]([CH2:30][C:31](=[O:35])[NH:32]3)=[CH:28][CH:27]=2)[CH:23]=[CH:24][CH:25]=1)[CH3:18]. (4) Given the product [CH3:24][CH:23]([CH3:25])[C:22]([O:1][C@@H:2]1[C@@H:10]([O:11][C:22](=[O:26])[CH:23]([CH3:25])[CH3:24])[C@H:9]([CH3:12])[O:8][C:7](=[O:13])[C@@H:6]([NH:14][C:15]([O:16][C:17]([CH3:20])([CH3:19])[CH3:18])=[O:21])[CH2:5][O:4][CH2:3]1)=[O:26], predict the reactants needed to synthesize it. The reactants are: [OH:1][C@@H:2]1[C@@H:10]([OH:11])[C@H:9]([CH3:12])[O:8][C:7](=[O:13])[C@@H:6]([NH:14][C:15](=[O:21])[O:16][C:17]([CH3:20])([CH3:19])[CH3:18])[CH2:5][O:4][CH2:3]1.[C:22](Cl)(=[O:26])[CH:23]([CH3:25])[CH3:24]. (5) Given the product [C:20]([O-:22])(=[O:21])[CH2:19][CH2:18][CH3:17].[CH:8]1[C:7]2[C:16]3=[C:15]4[C:4](=[CH:5][CH:6]=2)[CH:3]=[CH:2][CH:1]=[C:14]4[CH:13]=[CH:12][C:11]3=[CH:10][CH:9]=1.[Na+:24], predict the reactants needed to synthesize it. The reactants are: [C:1]1([CH2:17][CH2:18][CH2:19][C:20]([OH:22])=[O:21])[C:14]2[C:15]3=[C:16]4[C:11](=[CH:12][CH:13]=2)[CH:10]=[CH:9][CH:8]=[C:7]4[CH:6]=[CH:5][C:4]3=[CH:3][CH:2]=1.[OH-].[Na+:24]. (6) Given the product [CH3:15][O:16][C:17](=[O:18])[C@H:19]([OH:21])[CH2:20][NH:1][C:2]1[CH:3]=[C:4]2[C:8](=[CH:9][CH:10]=1)[N:7]([CH:11]([CH3:12])[CH3:13])[C:6](=[O:14])[CH2:5]2, predict the reactants needed to synthesize it. The reactants are: [NH2:1][C:2]1[CH:3]=[C:4]2[C:8](=[CH:9][CH:10]=1)[N:7]([CH:11]([CH3:13])[CH3:12])[C:6](=[O:14])[CH2:5]2.[CH3:15][O:16][C:17]([C@@H:19]1[O:21][CH2:20]1)=[O:18].FC(F)(F)S([O-])(=O)=O.[Li+]. (7) Given the product [F:13][C:8]1[CH:9]=[C:10]([F:12])[CH:11]=[C:6]2[C:7]=1[C:2]([NH:39][C:35]1[CH:36]=[N:37][CH:38]=[C:33]([N:30]3[CH2:31][CH2:32][O:27][CH2:28][CH2:29]3)[CH:34]=1)=[C:3]([CH3:26])[C:4]([N:14]1[CH2:19][CH2:18][N:17]([C:20]3[CH:25]=[CH:24][CH:23]=[CH:22][CH:21]=3)[CH2:16][CH2:15]1)=[N:5]2, predict the reactants needed to synthesize it. The reactants are: Cl[C:2]1[C:11]2[C:6](=[CH:7][C:8]([F:13])=[CH:9][C:10]=2[F:12])[N:5]=[C:4]([N:14]2[CH2:19][CH2:18][N:17]([C:20]3[CH:25]=[CH:24][CH:23]=[CH:22][CH:21]=3)[CH2:16][CH2:15]2)[C:3]=1[CH3:26].[O:27]1[CH2:32][CH2:31][N:30]([C:33]2[CH:34]=[C:35]([NH2:39])[CH:36]=[N:37][CH:38]=2)[CH2:29][CH2:28]1. (8) Given the product [CH3:14][C:15]1([CH3:33])[C:19]([CH3:21])([CH3:20])[O:18][B:17]([C:2]2[CH:3]=[C:4]([CH:11]=[CH:12][CH:13]=2)[O:5][C:6]2[S:7][CH:8]=[CH:9][N:10]=2)[O:16]1, predict the reactants needed to synthesize it. The reactants are: I[C:2]1[CH:3]=[C:4]([CH:11]=[CH:12][CH:13]=1)[O:5][C:6]1[S:7][CH:8]=[CH:9][N:10]=1.[CH3:14][C:15]1([CH3:33])[C:19]([CH3:21])([CH3:20])[O:18][B:17](C2C=CC(N3N=NC=N3)=CC=2)[O:16]1. (9) Given the product [CH3:16][C@@:5]1([CH2:4][O:3][C:18]2[O:19][C:20]3[CH:26]=[CH:25][CH:24]=[CH:23][C:21]=3[N:22]=2)[O:9][C:8]2=[N:10][C:11]([N+:13]([O-:15])=[O:14])=[CH:12][N:7]2[CH2:6]1, predict the reactants needed to synthesize it. The reactants are: [H-].[Na+].[OH:3][CH2:4][C@:5]1([CH3:16])[O:9][C:8]2=[N:10][C:11]([N+:13]([O-:15])=[O:14])=[CH:12][N:7]2[CH2:6]1.Cl[C:18]1[O:19][C:20]2[CH:26]=[CH:25][CH:24]=[CH:23][C:21]=2[N:22]=1. (10) Given the product [CH3:32][C:21]1[C:22]([C:35]2[CH:40]=[CH:39][C:38]([C:2]3[CH:7]=[CH:6][C:5]([N:8]4[CH2:12][CH2:11][CH:10]5[CH2:13][N:14]([CH3:16])[CH2:15][CH:9]45)=[CH:4][CH:3]=3)=[CH:37][CH:36]=2)=[C:18]([CH3:17])[NH:19][N:20]=1, predict the reactants needed to synthesize it. The reactants are: Br[C:2]1[CH:7]=[CH:6][C:5]([N:8]2[CH2:12][CH2:11][C@@H:10]3[CH2:13][N:14]([CH3:16])[CH2:15][C@H:9]23)=[CH:4][CH:3]=1.[CH3:17][C:18]1[C:22](B2OC(C)(C)C(C)(C)O2)=[C:21]([CH3:32])[NH:20][N:19]=1.C([C:35]1[CH:40]=[CH:39][C:38](B(O)O)=[CH:37][CH:36]=1)#N.